Dataset: Forward reaction prediction with 1.9M reactions from USPTO patents (1976-2016). Task: Predict the product of the given reaction. (1) Given the reactants [C:1]([C:5]1[O:9][N:8]=[C:7]([NH2:10])[CH:6]=1)([CH3:4])([CH3:3])[CH3:2].C[Si]([N-][Si](C)(C)C)(C)C.[Li+].[C:21](O[C:21]([O:23][C:24]([CH3:27])([CH3:26])[CH3:25])=[O:22])([O:23][C:24]([CH3:27])([CH3:26])[CH3:25])=[O:22].[OH-].[Na+], predict the reaction product. The product is: [C:1]([C:5]1[O:9][N:8]=[C:7]([NH:10][C:21](=[O:22])[O:23][C:24]([CH3:27])([CH3:26])[CH3:25])[CH:6]=1)([CH3:4])([CH3:3])[CH3:2]. (2) Given the reactants [C:1]([C:4]1[CH:5]=[C:6]([NH:10][C:11]2[C:20]3[C:15](=[CH:16][C:17]([O:22][CH3:23])=[C:18]([NH2:21])[CH:19]=3)[N:14]=[CH:13][N:12]=2)[CH:7]=[CH:8][CH:9]=1)(=[O:3])[CH3:2].C([C:39]1[CH:40]=[C:41]([NH:44]C2C3C(=[CH:39][C:40](OC)=[C:41]([N+:44]([O-])=O)C=3)N=CN=2)C=CC=1)(=O)C, predict the reaction product. The product is: [C:1]([C:4]1[CH:5]=[C:6]([NH:10][C:11]2[C:20]3[C:15](=[CH:16][C:17]([O:22][CH3:23])=[C:18]([NH:21][CH:40]4[CH2:39][NH:44][CH2:41]4)[CH:19]=3)[N:14]=[CH:13][N:12]=2)[CH:7]=[CH:8][CH:9]=1)(=[O:3])[CH3:2]. (3) Given the reactants C(OC(=O)NC1C(=O)N2C(C)CCC2=NC=1)C1C=CC=CC=1.[CH2:23]([O:30][C:31]([NH:33][C:34]1[C:39](=[O:40])[N:38]2[C:41]([CH2:47][O:48][CH3:49])([C:44]([OH:46])=O)[CH2:42][CH2:43][C:37]2=[N:36][CH:35]=1)=[O:32])[C:24]1[CH:29]=[CH:28][CH:27]=[CH:26][CH:25]=1.[C:50]([O:54][C:55](=[O:67])[NH:56][C:57]([C:59]1[CH:64]=[CH:63][C:62]([CH2:65][NH2:66])=[CH:61][CH:60]=1)=[NH:58])([CH3:53])([CH3:52])[CH3:51], predict the reaction product. The product is: [CH2:23]([O:30][C:31](=[O:32])[NH:33][C:34]1[C:39](=[O:40])[N:38]2[C:41]([C:44](=[O:46])[NH:66][CH2:65][C:62]3[CH:63]=[CH:64][C:59]([C:57]([NH:56][C:55]([O:54][C:50]([CH3:53])([CH3:52])[CH3:51])=[O:67])=[NH:58])=[CH:60][CH:61]=3)([CH2:47][O:48][CH3:49])[CH2:42][CH2:43][C:37]2=[N:36][CH:35]=1)[C:24]1[CH:25]=[CH:26][CH:27]=[CH:28][CH:29]=1. (4) The product is: [CH:24]([NH:27][C:20]([C:17]1[S:16][C:15]([CH2:14][CH2:13][C:12]2[C:8]([C:5]3[CH:4]=[CH:3][C:2]([F:1])=[CH:7][N:6]=3)=[N:9][O:10][C:11]=2[CH3:23])=[N:19][CH:18]=1)=[O:22])([CH3:26])[CH3:25]. Given the reactants [F:1][C:2]1[CH:3]=[CH:4][C:5]([C:8]2[C:12]([CH2:13][CH2:14][C:15]3[S:16][C:17]([C:20]([OH:22])=O)=[CH:18][N:19]=3)=[C:11]([CH3:23])[O:10][N:9]=2)=[N:6][CH:7]=1.[CH:24]([NH2:27])([CH3:26])[CH3:25], predict the reaction product. (5) Given the reactants C([N:8]1[C:13]2[CH:14]=[C:15]([CH2:18][C:19]3[CH:20]=[C:21]([C@H:26]4[C@H:31]([OH:32])[C@@H:30]([OH:33])[C@H:29]([OH:34])[C@@H:28]([CH2:35][OH:36])[O:27]4)[CH:22]=[CH:23][C:24]=3[Cl:25])[CH:16]=[CH:17][C:12]=2[O:11][CH2:10][CH2:9]1)C1C=CC=CC=1, predict the reaction product. The product is: [Cl:25][C:24]1[CH:23]=[CH:22][C:21]([C@H:26]2[C@H:31]([OH:32])[C@@H:30]([OH:33])[C@H:29]([OH:34])[C@@H:28]([CH2:35][OH:36])[O:27]2)=[CH:20][C:19]=1[CH2:18][C:15]1[CH:16]=[CH:17][C:12]2[O:11][CH2:10][CH2:9][NH:8][C:13]=2[CH:14]=1. (6) Given the reactants [CH3:1][O:2][C:3]([CH2:5][C:6]1[CH:11]=[CH:10][C:9]([N:12]2[C:16]([S:17][CH2:18][CH2:19][CH3:20])=[C:15]([C:21]([OH:23])=O)[CH:14]=[N:13]2)=[CH:8][CH:7]=1)=[O:4].Cl.[CH:25]12[CH2:34][CH:29]3[CH2:30][CH:31]([CH2:33][CH:27]([CH2:28]3)[CH:26]1[NH2:35])[CH2:32]2.C(SC1N(C2C=CC(C(OC)=O)=CC=2)N=CC=1C(N1CCC(C2C=CC=CC=2C(F)(F)F)C1)=O)CC, predict the reaction product. The product is: [CH:25]12[CH2:34][CH:29]3[CH2:30][CH:31]([CH2:33][CH:27]([CH2:28]3)[CH:26]1[NH:35][C:21]([C:15]1[CH:14]=[N:13][N:12]([C:9]3[CH:8]=[CH:7][C:6]([CH2:5][C:3]([O:2][CH3:1])=[O:4])=[CH:11][CH:10]=3)[C:16]=1[S:17][CH2:18][CH2:19][CH3:20])=[O:23])[CH2:32]2. (7) The product is: [CH3:1][C:2]1[N:6]([CH2:7][C:8]2[CH:9]=[CH:10][C:11]([CH2:12][O:13][C:14]3[CH:19]=[CH:18][C:17]([CH2:20][CH2:21][C:22]([OH:24])=[O:23])=[CH:16][CH:15]=3)=[CH:26][CH:27]=2)[N:5]=[C:4]([C:28]2[CH:33]=[CH:32][CH:31]=[CH:30][CH:29]=2)[CH:3]=1. Given the reactants [CH3:1][C:2]1[N:6]([CH2:7][C:8]2[CH:27]=[CH:26][C:11]([CH2:12][O:13][C:14]3[CH:19]=[CH:18][C:17]([CH2:20][CH2:21][C:22]([O:24]C)=[O:23])=[CH:16][CH:15]=3)=[CH:10][CH:9]=2)[N:5]=[C:4]([C:28]2[CH:33]=[CH:32][CH:31]=[CH:30][CH:29]=2)[CH:3]=1.Cl, predict the reaction product. (8) Given the reactants [Cl:1][C:2]1[N:7]=[C:6]([NH2:8])[CH:5]=[CH:4][C:3]=1[CH3:9].CCN(CC)CC.[F:17][C:18]1([F:33])[O:22][C:21]2[CH:23]=[CH:24][C:25]([C:27]3([C:30](Cl)=[O:31])[CH2:29][CH2:28]3)=[CH:26][C:20]=2[O:19]1, predict the reaction product. The product is: [Cl:1][C:2]1[N:7]=[C:6]([NH:8][C:30]([C:27]2([C:25]3[CH:24]=[CH:23][C:21]4[O:22][C:18]([F:33])([F:17])[O:19][C:20]=4[CH:26]=3)[CH2:29][CH2:28]2)=[O:31])[CH:5]=[CH:4][C:3]=1[CH3:9]. (9) Given the reactants [C:1]([C:3]1[S:4][C:5]([N:12]([CH2:19][CH3:20])[CH:13]2[CH2:18][CH2:17][O:16][CH2:15][CH2:14]2)=[C:6]([CH3:11])[C:7]=1[C:8]([OH:10])=O)#[N:2].Cl.[NH2:22][CH2:23][C:24]1[C:25](=[O:32])[NH:26][C:27]([CH3:31])=[CH:28][C:29]=1[CH3:30].C(Cl)CCl.C1C=NC2N(O)N=NC=2C=1.CN1CCOCC1, predict the reaction product. The product is: [C:1]([C:3]1[S:4][C:5]([N:12]([CH2:19][CH3:20])[CH:13]2[CH2:18][CH2:17][O:16][CH2:15][CH2:14]2)=[C:6]([CH3:11])[C:7]=1[C:8]([NH:22][CH2:23][C:24]1[C:25](=[O:32])[NH:26][C:27]([CH3:31])=[CH:28][C:29]=1[CH3:30])=[O:10])#[N:2].